This data is from Reaction yield outcomes from USPTO patents with 853,638 reactions. The task is: Predict the reaction yield, written as a fraction of the theoretical maximum amount of product (1.0 means a 100% yield; for example, 0.34 means a 34% yield). The reactants are [F:1][C:2]1[CH:3]=[C:4]([C:8]2[N:13]=[C:12]([CH3:14])[C:11]([C:15]([OH:17])=O)=[CH:10][N:9]=2)[CH:5]=[CH:6][CH:7]=1.[F:18][C:19]([F:31])([F:30])[C:20]1[CH:28]=[C:27]2[C:23]([CH:24]=[CH:25][N:26]2[NH2:29])=[CH:22][CH:21]=1.C[N+]1(C2N=C(OC)N=C(OC)N=2)CCOCC1.[Cl-]. The catalyst is CN(C=O)C.C([O-])([O-])=O.[Na+].[Na+]. The product is [F:31][C:19]([F:18])([F:30])[C:20]1[CH:28]=[C:27]2[C:23]([CH:24]=[CH:25][N:26]2[NH:29][C:15]([C:11]2[C:12]([CH3:14])=[N:13][C:8]([C:4]3[CH:5]=[CH:6][CH:7]=[C:2]([F:1])[CH:3]=3)=[N:9][CH:10]=2)=[O:17])=[CH:22][CH:21]=1. The yield is 0.440.